This data is from Forward reaction prediction with 1.9M reactions from USPTO patents (1976-2016). The task is: Predict the product of the given reaction. (1) Given the reactants [Cl:16][C:13]1[CH:14]=[CH:15][C:10]([S:9][S:9][C:10]2[CH:15]=[CH:14][C:13]([Cl:16])=[CH:12][CH:11]=2)=[CH:11][CH:12]=1.S(Cl)(Cl)(=O)=O.[Br:22][C:23]1[CH:31]=[C:30]([F:32])[CH:29]=[C:28]2[C:24]=1[CH:25]=[C:26]([C:33]([O:35][CH3:36])=[O:34])[NH:27]2.C([O-])(O)=O.[Na+], predict the reaction product. The product is: [Br:22][C:23]1[CH:31]=[C:30]([F:32])[CH:29]=[C:28]2[C:24]=1[C:25]([S:9][C:10]1[CH:11]=[CH:12][C:13]([Cl:16])=[CH:14][CH:15]=1)=[C:26]([C:33]([O:35][CH3:36])=[O:34])[NH:27]2. (2) Given the reactants [Br:1][C:2]1[CH:11]=[CH:10][CH:9]=[C:8]2[C:3]=1C(=O)[N:5]1[C:15]([NH:16][C:17]3[CH:22]=[CH:21][C:20]([N:23]4[CH2:28][CH2:27][N:26]([CH:29]([CH3:31])[CH3:30])[CH2:25][CH2:24]4)=[CH:19][C:18]=3[O:32][CH3:33])=[N:14][C:13]3[N:34]([S:37]([C:40]4[CH:45]=[CH:44][C:43]([CH3:46])=[CH:42][CH:41]=4)(=[O:39])=[O:38])[CH:35]=[CH:36][C:12]=3[C:6]1=[N:7]2.[C:48](=[O:51])([O-])[O-:49].[K+].[K+].[CH3:54]O, predict the reaction product. The product is: [Br:1][C:2]1[CH:11]=[CH:10][CH:9]=[C:8]([NH:7][C:6]2[C:12]3[CH:36]=[CH:35][N:34]([S:37]([C:40]4[CH:45]=[CH:44][C:43]([CH3:46])=[CH:42][CH:41]=4)(=[O:39])=[O:38])[C:13]=3[N:14]=[C:15]([NH:16][C:17]3[CH:22]=[CH:21][C:20]([N:23]4[CH2:28][CH2:27][N:26]([CH:29]([CH3:31])[CH3:30])[CH2:25][CH2:24]4)=[CH:19][C:18]=3[O:32][CH3:33])[N:5]=2)[C:3]=1[C:48]([O:49][CH3:54])=[O:51]. (3) Given the reactants [CH:1]([N:4]1[C:9]2=[N:10][C:11]([S:14][CH3:15])=[N:12][CH:13]=[C:8]2[CH2:7][N:6]([C:16]2[CH:17]=[C:18]([CH:21]=[C:22]([N+:24]([O-])=O)[CH:23]=2)[C:19]#[N:20])[C:5]1=[O:27])([CH3:3])[CH3:2].Cl, predict the reaction product. The product is: [NH2:24][C:22]1[CH:21]=[C:18]([CH:17]=[C:16]([N:6]2[CH2:7][C:8]3[C:9](=[N:10][C:11]([S:14][CH3:15])=[N:12][CH:13]=3)[N:4]([CH:1]([CH3:2])[CH3:3])[C:5]2=[O:27])[CH:23]=1)[C:19]#[N:20].